From a dataset of Full USPTO retrosynthesis dataset with 1.9M reactions from patents (1976-2016). Predict the reactants needed to synthesize the given product. Given the product [CH2:11]([O:10][CH2:9][CH2:8][O:7][CH2:6][CH2:5][O:4][CH2:3][CH2:2][S:29][C:21]1[CH:22]=[CH:23][C:24]([N+:26]([O-:28])=[O:27])=[CH:25][C:20]=1[O:19][CH3:18])[C:12]1[CH:17]=[CH:16][CH:15]=[CH:14][CH:13]=1, predict the reactants needed to synthesize it. The reactants are: Br[CH2:2][CH2:3][O:4][CH2:5][CH2:6][O:7][CH2:8][CH2:9][O:10][CH2:11][C:12]1[CH:17]=[CH:16][CH:15]=[CH:14][CH:13]=1.[CH3:18][O:19][C:20]1[CH:25]=[C:24]([N+:26]([O-:28])=[O:27])[CH:23]=[CH:22][C:21]=1[SH:29].C([O-])([O-])=O.[K+].[K+].